This data is from Forward reaction prediction with 1.9M reactions from USPTO patents (1976-2016). The task is: Predict the product of the given reaction. (1) Given the reactants COC1C=C(OC)C=CC=1C[NH:6][CH2:7][C:8]1[N:13]=[CH:12][C:11]([C:14]2[CH:19]=[CH:18][N:17]=[C:16]([CH3:20])[CH:15]=2)=[CH:10][C:9]=1[CH3:21].FC(F)(F)C(O)=O, predict the reaction product. The product is: [CH3:20][C:16]1[CH:15]=[C:14]([C:11]2[CH:12]=[N:13][C:8]([CH2:7][NH2:6])=[C:9]([CH3:21])[CH:10]=2)[CH:19]=[CH:18][N:17]=1. (2) Given the reactants [SH:1][C:2]1[CH:7]=[CH:6][C:5]([NH:8][C:9](=[O:15])[O:10][C:11]([CH3:14])([CH3:13])[CH3:12])=[CH:4][CH:3]=1.[Cl:16][C:17]1[CH:22]=[C:21]([Cl:23])[N:20]=[C:19](S(C)(=O)=O)[N:18]=1.CC([O-])=O.[Na+], predict the reaction product. The product is: [Cl:16][C:17]1[CH:22]=[C:21]([Cl:23])[N:20]=[C:19]([S:1][C:2]2[CH:3]=[CH:4][C:5]([NH:8][C:9](=[O:15])[O:10][C:11]([CH3:12])([CH3:14])[CH3:13])=[CH:6][CH:7]=2)[N:18]=1. (3) Given the reactants [OH2:1].[CH3:2][CH:3]([CH2:13][CH2:14][CH2:15][CH:16]([CH3:28])[CH2:17][CH2:18][CH2:19][CH:20]([CH3:27])[CH2:21][CH2:22][CH2:23][CH:24]([CH3:26])[CH3:25])[CH2:4][CH2:5][O:6][C:7](=[O:12])[CH:8]([OH:11])[CH2:9]O, predict the reaction product. The product is: [CH3:2][CH:3]([CH2:13][CH2:14][CH2:15][CH:16]([CH3:28])[CH2:17][CH2:18][CH2:19][CH:20]([CH3:27])[CH2:21][CH2:22][CH2:23][CH:24]([CH3:26])[CH3:25])[CH2:4][CH2:5][O:6][C:7](=[O:12])[C:8]([OH:11])([OH:1])[CH3:9].